This data is from Catalyst prediction with 721,799 reactions and 888 catalyst types from USPTO. The task is: Predict which catalyst facilitates the given reaction. (1) Reactant: [CH3:1][C:2]1[C:6]2[C:7]3[CH:15]=[CH:14][CH:13]=[CH:12][C:8]=3[NH:9][CH2:10][CH2:11][C:5]=2[O:4][N:3]=1.[CH:16](=O)[C:17]1[CH:22]=[CH:21][CH:20]=[CH:19][CH:18]=1.C(O)(=O)C.C([BH3-])#N.[Na+]. Product: [CH2:16]([N:9]1[CH2:10][CH2:11][C:5]2[O:4][N:3]=[C:2]([CH3:1])[C:6]=2[C:7]2[CH:15]=[CH:14][CH:13]=[CH:12][C:8]1=2)[C:17]1[CH:22]=[CH:21][CH:20]=[CH:19][CH:18]=1. The catalyst class is: 5. (2) Reactant: [C:1]([NH2:5])([CH3:4])([CH3:3])[CH3:2].[Cl:6][CH2:7][CH2:8][N:9]=[C:10]=[O:11]. Product: [C:1]([NH:5][C:10]([NH:9][CH2:8][CH2:7][Cl:6])=[O:11])([CH3:4])([CH3:3])[CH3:2]. The catalyst class is: 23. (3) Reactant: [OH:1][C:2]1[CH:10]=[C:9]2[C:5]([C:6]([N:11]3[C:19](=[O:20])[C:18]4[C:13](=[CH:14][CH:15]=[CH:16][CH:17]=4)[C:12]3=[O:21])=[N:7][NH:8]2)=[CH:4][CH:3]=1.[Si:22](Cl)([C:25]([CH3:28])([CH3:27])[CH3:26])([CH3:24])[CH3:23].N12CCCN=C1CCCCC2. Product: [Si:22]([O:1][C:2]1[CH:10]=[C:9]2[C:5]([C:6]([N:11]3[C:19](=[O:20])[C:18]4[C:13](=[CH:14][CH:15]=[CH:16][CH:17]=4)[C:12]3=[O:21])=[N:7][NH:8]2)=[CH:4][CH:3]=1)([C:25]([CH3:28])([CH3:27])[CH3:26])([CH3:24])[CH3:23]. The catalyst class is: 646. (4) Reactant: C(N(CC)CC)C.[CH2:8]([CH:10]([NH:13][C:14]([N:16]1[C:24]2[C:19](=[CH:20][C:21]([O:25][C:26]3[CH:31]=[CH:30][N:29]=[C:28]([NH2:32])[CH:27]=3)=[CH:22][CH:23]=2)[CH:18]=[CH:17]1)=[O:15])[CH2:11][CH3:12])[CH3:9].Cl[C:34]([O:36][C:37]1[CH:42]=[CH:41][CH:40]=[CH:39][CH:38]=1)=[O:35]. Product: [CH2:8]([CH:10]([NH:13][C:14]([N:16]1[C:24]2[C:19](=[CH:20][C:21]([O:25][C:26]3[CH:31]=[CH:30][N:29]=[C:28]([NH:32][C:34](=[O:35])[O:36][C:37]4[CH:42]=[CH:41][CH:40]=[CH:39][CH:38]=4)[CH:27]=3)=[CH:22][CH:23]=2)[CH:18]=[CH:17]1)=[O:15])[CH2:11][CH3:12])[CH3:9]. The catalyst class is: 7. (5) Reactant: [C:1]([O:5][C:6]([N:8]1[CH2:12][C:11](=[N:13][O:14][CH3:15])[CH2:10][CH:9]1[C:16]([OH:18])=O)=[O:7])([CH3:4])([CH3:3])[CH3:2].C([N:21](CC)CC)C.ClC(OCC)=O. Product: [NH3:8].[NH2:21][C:16]([C@@H:9]1[CH2:10][C:11](=[N:13][O:14][CH3:15])[CH2:12][N:8]1[C:6]([O:5][C:1]([CH3:2])([CH3:3])[CH3:4])=[O:7])=[O:18]. The catalyst class is: 1.